This data is from Full USPTO retrosynthesis dataset with 1.9M reactions from patents (1976-2016). The task is: Predict the reactants needed to synthesize the given product. (1) Given the product [Br:8][C:4]1[CH:3]=[C:2]([N:9]2[CH2:13][CH2:12][CH:11]([OH:14])[CH2:10]2)[CH:7]=[CH:6][CH:5]=1, predict the reactants needed to synthesize it. The reactants are: Br[C:2]1[CH:7]=[CH:6][CH:5]=[C:4]([Br:8])[CH:3]=1.[NH:9]1[CH2:13][CH2:12][CH:11]([OH:14])[CH2:10]1.CC([O-])(C)C.[K+]. (2) Given the product [F:32][C:33]([F:46])([F:45])[S:34]([O:1][C:2]1[CH:7]=[N:6][C:5]([C:8]2[CH:9]=[CH:10][C:11](=[O:17])[N:12]([CH:14]([CH3:16])[CH3:15])[N:13]=2)=[C:4]([C:18]2[CH:19]=[CH:20][CH:21]=[CH:22][CH:23]=2)[N:3]=1)(=[O:36])=[O:35], predict the reactants needed to synthesize it. The reactants are: [OH:1][C:2]1[N:3]=[C:4]([C:18]2[CH:23]=[CH:22][CH:21]=[CH:20][CH:19]=2)[C:5]([C:8]2[CH:9]=[CH:10][C:11](=[O:17])[N:12]([CH:14]([CH3:16])[CH3:15])[N:13]=2)=[N:6][CH:7]=1.N1C(C)=CC=CC=1C.[F:32][C:33]([F:46])([F:45])[S:34](O[S:34]([C:33]([F:46])([F:45])[F:32])(=[O:36])=[O:35])(=[O:36])=[O:35].O. (3) The reactants are: [CH2:1]([O:3][CH:4]([O:7][CH2:8][CH3:9])[CH2:5][NH2:6])[CH3:2].[F:10][C:11]1[CH:18]=[C:17]([F:19])[CH:16]=[CH:15][C:12]=1[CH:13]=O. Given the product [F:10][C:11]1[CH:18]=[C:17]([F:19])[CH:16]=[CH:15][C:12]=1[CH2:13][NH:6][CH2:5][CH:4]([O:7][CH2:8][CH3:9])[O:3][CH2:1][CH3:2], predict the reactants needed to synthesize it. (4) Given the product [F:28][CH:27]([F:29])[O:26][C:23]1[CH:24]=[CH:25][C:20]([CH2:19][N:16]2[CH:11]([C:4]3[C:5]([O:9][CH3:10])=[CH:6][CH:7]=[CH:8][C:3]=3[O:2][CH3:1])[CH2:12][CH2:13][CH2:14][C:15]2=[O:17])=[CH:21][CH:22]=1, predict the reactants needed to synthesize it. The reactants are: [CH3:1][O:2][C:3]1[CH:8]=[CH:7][CH:6]=[C:5]([O:9][CH3:10])[C:4]=1[CH:11]1[NH:16][C:15](=[O:17])[CH2:14][CH2:13][CH2:12]1.Br[CH2:19][C:20]1[CH:25]=[CH:24][C:23]([O:26][CH:27]([F:29])[F:28])=[CH:22][CH:21]=1. (5) Given the product [C:1]([O:4][C@H:5]1[C@@H:19]([O:20][C:21](=[O:23])[CH3:22])[C@H:18]([O:24][C:25](=[O:27])[CH3:26])[C@@H:17]([CH2:28][O:29][C:30](=[O:32])[CH3:31])[O:16][C@@H:6]1[O:7][C:8]1[CH:13]=[CH:12][C:11]([N:40]2[C:41]3[C:37](=[CH:36][C:35]([C:34]([F:33])([F:44])[F:45])=[CH:43][CH:42]=3)[CH:38]=[CH:39]2)=[CH:10][C:9]=1[Cl:15])(=[O:3])[CH3:2], predict the reactants needed to synthesize it. The reactants are: [C:1]([O:4][C@H:5]1[C@@H:19]([O:20][C:21](=[O:23])[CH3:22])[C@H:18]([O:24][C:25](=[O:27])[CH3:26])[C@@H:17]([CH2:28][O:29][C:30](=[O:32])[CH3:31])[O:16][C@@H:6]1[O:7][C:8]1[CH:13]=[CH:12][C:11](I)=[CH:10][C:9]=1[Cl:15])(=[O:3])[CH3:2].[F:33][C:34]([F:45])([F:44])[C:35]1[CH:36]=[C:37]2[C:41](=[CH:42][CH:43]=1)[NH:40][CH:39]=[CH:38]2.